Dataset: Forward reaction prediction with 1.9M reactions from USPTO patents (1976-2016). Task: Predict the product of the given reaction. (1) Given the reactants [NH2:1][C:2]1[C:3]2[N:4]([C:8]([C@H:24]3[CH2:29][CH2:28][C@H:27]([CH2:30][OH:31])[CH2:26][CH2:25]3)=[N:9][C:10]=2[C:11]2[CH:16]=[CH:15][C:14]([O:17][C:18]3[CH:23]=[CH:22][CH:21]=[CH:20][CH:19]=3)=[CH:13][CH:12]=2)[CH:5]=[CH:6][N:7]=1.[C:32]1([CH3:52])[CH:37]=[CH:36][C:35]([S:38](O[S:38]([C:35]2[CH:36]=[CH:37][C:32]([CH3:52])=[CH:33][CH:34]=2)(=[O:40])=[O:39])(=[O:40])=[O:39])=[CH:34][CH:33]=1.O, predict the reaction product. The product is: [NH2:1][C:2]1[C:3]2[N:4]([C:8]([C@H:24]3[CH2:25][CH2:26][C@H:27]([CH2:30][O:31][S:38]([C:35]4[CH:36]=[CH:37][C:32]([CH3:52])=[CH:33][CH:34]=4)(=[O:40])=[O:39])[CH2:28][CH2:29]3)=[N:9][C:10]=2[C:11]2[CH:12]=[CH:13][C:14]([O:17][C:18]3[CH:23]=[CH:22][CH:21]=[CH:20][CH:19]=3)=[CH:15][CH:16]=2)[CH:5]=[CH:6][N:7]=1. (2) Given the reactants C(N(C(C)C)CC)(C)C.Cl.[NH:11]1[CH2:15][CH2:14][CH2:13][C@H:12]1[C:16]1[NH:17][C:18]([C:21]2[CH:26]=[CH:25][C:24]([B:27]3[O:31][C:30]([CH3:33])([CH3:32])[C:29]([CH3:35])([CH3:34])[O:28]3)=[CH:23][CH:22]=2)=[CH:19][N:20]=1.F[P-](F)(F)(F)(F)F.N1(OC(N(C)C)=[N+](C)C)C2N=CC=CC=2N=N1.[CH3:60][O:61][C:62]([NH:64][C@@H:65]([CH:69]([CH3:71])[CH3:70])[C:66](O)=[O:67])=[O:63], predict the reaction product. The product is: [CH3:60][O:61][C:62](=[O:63])[NH:64][C@H:65]([C:66]([N:11]1[CH2:15][CH2:14][CH2:13][C@H:12]1[C:16]1[NH:17][C:18]([C:21]2[CH:26]=[CH:25][C:24]([B:27]3[O:31][C:30]([CH3:33])([CH3:32])[C:29]([CH3:35])([CH3:34])[O:28]3)=[CH:23][CH:22]=2)=[CH:19][N:20]=1)=[O:67])[CH:69]([CH3:71])[CH3:70]. (3) Given the reactants [C:1]1([C:7]2[C:8]([C:18](O)=O)=[N:9][O:10][C:11]=2[C:12]2[CH:17]=[CH:16][CH:15]=[CH:14][CH:13]=2)[CH:6]=[CH:5][CH:4]=[CH:3][CH:2]=1.C(Cl)CCl.C1C=CC2N(O)N=NC=2C=1.[OH:35][N:36]=[C:37]([NH2:49])[C:38]1[CH:43]=[CH:42][C:41]([CH3:44])=[CH:40][C:39]=1[C:45]([F:48])([F:47])[F:46], predict the reaction product. The product is: [C:1]1([C:7]2[C:8]([C:18]3[O:35][N:36]=[C:37]([C:38]4[CH:43]=[CH:42][C:41]([CH3:44])=[CH:40][C:39]=4[C:45]([F:47])([F:46])[F:48])[N:49]=3)=[N:9][O:10][C:11]=2[C:12]2[CH:13]=[CH:14][CH:15]=[CH:16][CH:17]=2)[CH:6]=[CH:5][CH:4]=[CH:3][CH:2]=1. (4) Given the reactants [NH2:1][C@@H:2]([C:5]([OH:7])=[O:6])[CH2:3][OH:4].[CH:8](=O)[C:9]1[CH:14]=[CH:13][CH:12]=[CH:11][CH:10]=1.[BH4-].[Na+], predict the reaction product. The product is: [CH2:8]([NH:1][C@@H:2]([C:5]([OH:7])=[O:6])[CH2:3][OH:4])[C:9]1[CH:14]=[CH:13][CH:12]=[CH:11][CH:10]=1. (5) Given the reactants [C:1]1([CH:7]([CH:10]2[CH2:15][CH2:14][NH:13][CH2:12][CH2:11]2)[CH2:8][OH:9])[CH:6]=[CH:5][CH:4]=[CH:3][CH:2]=1.C1(P(C2C=CC=CC=2)C2C=CC=CC=2)C=CC=CC=1.[F:35][C:36]1[CH:41]=[CH:40][C:39](O)=[CH:38][CH:37]=1.CCOC(/N=N/C(OCC)=O)=O.Cl, predict the reaction product. The product is: [F:35][C:36]1[CH:41]=[CH:40][C:39]([O:9][CH2:8][CH:7]([CH:10]2[CH2:15][CH2:14][NH:13][CH2:12][CH2:11]2)[C:1]2[CH:2]=[CH:3][CH:4]=[CH:5][CH:6]=2)=[CH:38][CH:37]=1. (6) Given the reactants [CH3:1][C:2]1[O:6][N:5]=[C:4]([CH2:7][N:8]2[C:13]3[CH:14]=[C:15]([C:17]4[CH:22]=[CH:21][CH:20]=[CH:19][CH:18]=4)[S:16][C:12]=3[C:11](=[O:23])[N:10]([CH:24]3[CH2:29][CH2:28][N:27](C(OC(C)(C)C)=O)[CH2:26][CH2:25]3)[C:9]2=[O:37])[N:3]=1.[ClH:38], predict the reaction product. The product is: [ClH:38].[CH3:1][C:2]1[O:6][N:5]=[C:4]([CH2:7][N:8]2[C:13]3[CH:14]=[C:15]([C:17]4[CH:18]=[CH:19][CH:20]=[CH:21][CH:22]=4)[S:16][C:12]=3[C:11](=[O:23])[N:10]([CH:24]3[CH2:29][CH2:28][NH:27][CH2:26][CH2:25]3)[C:9]2=[O:37])[N:3]=1. (7) Given the reactants N1C2C=CC=CC=2N=C1C1[CH2:15][CH2:14][N:13]([CH2:16][CH2:17][CH:18]2[O:22][C:21](=[O:23])[C:20]([CH2:26][CH3:27])([CH2:24][CH3:25])[CH2:19]2)[CH2:12][CH2:11]1.[N:28]1[CH:33]=[CH:32][CH:31]=[C:30]([N:34]2CCNCC2)[CH:29]=1.N1(C2C=CC=CC=2C#N)CCNC[CH2:41]1.CC1C=CC(S(OCC)(=O)=O)=CC=1.CC1C=CC(S(OCCC2CC(CC)(CC)C(=O)O2)(=O)=O)=CC=1, predict the reaction product. The product is: [N:28]1[CH:33]=[CH:32][CH:31]=[C:30]([N:34]2[CH2:11][CH2:12][N:13]([CH2:16][CH2:17][CH:18]3[CH2:19][C:20]4([CH2:24][CH2:25][CH2:41][CH2:27][CH2:26]4)[C:21](=[O:23])[O:22]3)[CH2:14][CH2:15]2)[CH:29]=1. (8) Given the reactants [CH2:1]([N:4]([C:13]([O:15][CH2:16][C@H:17]([NH:24][C:25](=[O:30])[CH2:26][CH2:27]C=C)[C:18]1[CH:23]=[CH:22][CH:21]=[CH:20][CH:19]=1)=[O:14])[CH2:5][C:6]([O:8][C:9]([CH3:12])([CH3:11])[CH3:10])=[O:7])[CH:2]=[CH2:3], predict the reaction product. The product is: [O:14]=[C:13]1[N:4]([CH2:5][C:6]([O:8][C:9]([CH3:12])([CH3:10])[CH3:11])=[O:7])[CH2:1][CH:2]=[CH:3][CH2:27][CH2:26][C:25](=[O:30])[NH:24][C@H:17]([C:18]2[CH:19]=[CH:20][CH:21]=[CH:22][CH:23]=2)[CH2:16][O:15]1. (9) Given the reactants [CH3:1][Si:2]([CH3:14])([CH3:13])[CH2:3][CH:4]([C:11]#[N:12])[CH2:5][C:6]([O:8]CC)=[O:7].O.[OH-].[Li+].Cl, predict the reaction product. The product is: [CH3:14][Si:2]([CH3:1])([CH3:13])[CH2:3][CH:4]([C:11]#[N:12])[CH2:5][C:6]([OH:8])=[O:7]. (10) Given the reactants [CH3:1][N:2]([CH2:4][CH2:5][N:6]([CH3:8])[CH3:7])[CH3:3].[C:9]1([CH3:15])[CH:14]=[CH:13][CH:12]=[CH:11][CH:10]=1, predict the reaction product. The product is: [C:9]1([CH3:15])[CH:14]=[CH:13][CH:12]=[CH:11][CH:10]=1.[CH3:1][N:2]([CH2:4][CH2:5][N:6]([CH3:8])[CH3:7])[CH3:3].